This data is from Forward reaction prediction with 1.9M reactions from USPTO patents (1976-2016). The task is: Predict the product of the given reaction. Given the reactants FC(F)(F)C1C=CC=CC=1[C:5]([NH:7][C@H:8]1[CH2:12][CH2:11][CH2:10][C@@H:9]1[NH:13][C:14]1[CH:19]=[N:18][C:17]([C:20]([F:23])([F:22])[F:21])=[CH:16][N:15]=1)=[O:6].Cl.FC(F)(F)C1N=CC(N[C@H]2CCC[C@@H]2N)=NC=1.[CH:48]1([C:51]2[C:52](C(O)=O)=[N:53][CH:54]=[CH:55][CH:56]=2)[CH2:50][CH2:49]1, predict the reaction product. The product is: [CH:48]1([C:51]2[C:52]([C:5]([NH:7][C@H:8]3[CH2:12][CH2:11][CH2:10][C@@H:9]3[NH:13][C:14]3[CH:19]=[N:18][C:17]([C:20]([F:23])([F:22])[F:21])=[CH:16][N:15]=3)=[O:6])=[N:53][CH:54]=[CH:55][CH:56]=2)[CH2:50][CH2:49]1.